Dataset: Full USPTO retrosynthesis dataset with 1.9M reactions from patents (1976-2016). Task: Predict the reactants needed to synthesize the given product. Given the product [F:24][C:21]1[CH:20]=[CH:19][C:18]([CH:16]([C:13]2[C:12]([CH3:25])=[N:11][N:10]([C:8]3[CH:7]=[CH:6][C:3]([C:4]#[N:5])=[CH:2][CH:9]=3)[C:14]=2[CH3:15])[CH3:17])=[CH:23][CH:22]=1, predict the reactants needed to synthesize it. The reactants are: Cl[C:2]1[CH:9]=[C:8]([N:10]2[C:14]([CH3:15])=[C:13]([C:16]([C:18]3[CH:23]=[CH:22][C:21]([F:24])=[CH:20][CH:19]=3)=[CH2:17])[C:12]([CH3:25])=[N:11]2)[CH:7]=[CH:6][C:3]=1[C:4]#[N:5].